From a dataset of Catalyst prediction with 721,799 reactions and 888 catalyst types from USPTO. Predict which catalyst facilitates the given reaction. (1) Reactant: [Cl:1][C:2]1[CH:7]=[CH:6][N:5]=[C:4]([NH2:8])[CH:3]=1.[Cl:9]N1C(=O)CCC1=O. Product: [CH:3]1[C:4]([NH2:8])=[N:5][CH:6]=[C:7]([Cl:9])[C:2]=1[Cl:1]. The catalyst class is: 13. (2) Reactant: [N+:1]([C:4]1[CH:24]=[CH:23][CH:22]=[CH:21][C:5]=1[NH:6][C:7]1[S:11][C:10]2[CH:12]=[CH:13][C:14]([CH3:16])=[CH:15][C:9]=2[C:8]=1[C:17]([O:19][CH3:20])=[O:18])([O-])=O.[H][H]. Product: [NH2:1][C:4]1[CH:24]=[CH:23][CH:22]=[CH:21][C:5]=1[NH:6][C:7]1[S:11][C:10]2[CH:12]=[CH:13][C:14]([CH3:16])=[CH:15][C:9]=2[C:8]=1[C:17]([O:19][CH3:20])=[O:18]. The catalyst class is: 13. (3) Reactant: [CH2:1]([O:3][P:4]([CH2:9][C:10]([O:12][C:13]([CH3:16])([CH3:15])[CH3:14])=[O:11])([O:6][CH2:7][CH3:8])=[O:5])[CH3:2].[H-].[Na+].Br[CH2:20][C:21]1[N:22]=[CH:23][S:24][CH:25]=1. Product: [CH2:7]([O:6][P:4]([CH:9]([CH2:20][C:21]1[N:22]=[CH:23][S:24][CH:25]=1)[C:10]([O:12][C:13]([CH3:14])([CH3:16])[CH3:15])=[O:11])([O:3][CH2:1][CH3:2])=[O:5])[CH3:8]. The catalyst class is: 885. (4) Reactant: [CH:1]1([NH:4][C:5]([C:7]2[CH:12]=[CH:11][C:10]([C:13]3[CH:18]=[CH:17][C:16]([CH2:19][C@H:20]([NH:35][C:36]([C@H:38]4[CH2:43][CH2:42][C@H:41]([CH2:44][NH:45]C(=O)OC(C)(C)C)[CH2:40][CH2:39]4)=[O:37])[C:21](=[O:34])[NH:22][C:23]4[CH:28]=[CH:27][C:26]([C:29]5[NH:33][N:32]=[N:31][N:30]=5)=[CH:25][CH:24]=4)=[CH:15][CH:14]=3)=[CH:9][C:8]=2[CH3:53])=[O:6])[CH2:3][CH2:2]1.[ClH:54].C(#N)C. The catalyst class is: 269. Product: [ClH:54].[NH2:45][CH2:44][C@H:41]1[CH2:40][CH2:39][C@H:38]([C:36]([NH:35][C@H:20]([C:21](=[O:34])[NH:22][C:23]2[CH:28]=[CH:27][C:26]([C:29]3[NH:33][N:32]=[N:31][N:30]=3)=[CH:25][CH:24]=2)[CH2:19][C:16]2[CH:15]=[CH:14][C:13]([C:10]3[CH:11]=[CH:12][C:7]([C:5]([NH:4][CH:1]4[CH2:2][CH2:3]4)=[O:6])=[C:8]([CH3:53])[CH:9]=3)=[CH:18][CH:17]=2)=[O:37])[CH2:43][CH2:42]1. (5) Reactant: [OH:1][C:2]1[C:10]([CH3:11])=[CH:9][CH:8]=[CH:7][C:3]=1[C:4](O)=[O:5].[CH3:12][O:13][C:14]([C:16]1([NH2:29])[CH2:27][C:26]2[C:28]3[C:22]([CH:23]=[CH:24][CH:25]=2)=[CH:21][CH:20]=[CH:19][C:18]=3[CH2:17]1)=[O:15].CN(C(ON1N=NC2C=CC=NC1=2)=[N+](C)C)C.F[P-](F)(F)(F)(F)F.CCN(C(C)C)C(C)C. Product: [CH3:12][O:13][C:14]([C:16]1([NH:29][C:4](=[O:5])[C:3]2[CH:7]=[CH:8][CH:9]=[C:10]([CH3:11])[C:2]=2[OH:1])[CH2:27][C:26]2[C:28]3[C:22]([CH:23]=[CH:24][CH:25]=2)=[CH:21][CH:20]=[CH:19][C:18]=3[CH2:17]1)=[O:15]. The catalyst class is: 3. (6) Reactant: [F:1][C:2]1[CH:3]=[C:4]([CH:6]=[CH:7][C:8]=1[O:9][C:10]1[CH:15]=[CH:14][N:13]=[C:12]2[CH:16]=[C:17]([N:19]3[CH2:24][CH2:23][N:22]([CH3:25])[CH2:21][CH2:20]3)[S:18][C:11]=12)[NH2:5].[F:26][C:27]1[CH:32]=[CH:31][C:30]([N:33]2[C:38](=[O:39])[C:37]([C:40](O)=[O:41])=[CH:36][CH:35]=[N:34]2)=[CH:29][CH:28]=1.Cl.C(N=C=NCCCN(C)C)C.N1(O)C2C=CC=CC=2N=N1.C(N(C(C)C)C(C)C)C. Product: [F:1][C:2]1[CH:3]=[C:4]([NH:5][C:40]([C:37]2[C:38](=[O:39])[N:33]([C:30]3[CH:31]=[CH:32][C:27]([F:26])=[CH:28][CH:29]=3)[N:34]=[CH:35][CH:36]=2)=[O:41])[CH:6]=[CH:7][C:8]=1[O:9][C:10]1[CH:15]=[CH:14][N:13]=[C:12]2[CH:16]=[C:17]([N:19]3[CH2:24][CH2:23][N:22]([CH3:25])[CH2:21][CH2:20]3)[S:18][C:11]=12. The catalyst class is: 3. (7) Reactant: C(=O)([O-])[O-].[Na+].[Na+].[CH3:7][NH:8][C:9]1[CH:17]=[CH:16][C:12]([C:13]([OH:15])=[O:14])=[CH:11][CH:10]=1.[C:18](Cl)(=[O:27])[C:19]1[CH:24]=[CH:23][C:22]([O:25][CH3:26])=[CH:21][CH:20]=1.Cl. Product: [CH3:26][O:25][C:22]1[CH:23]=[CH:24][C:19]([C:18]([N:8]([C:9]2[CH:17]=[CH:16][C:12]([C:13]([OH:15])=[O:14])=[CH:11][CH:10]=2)[CH3:7])=[O:27])=[CH:20][CH:21]=1. The catalyst class is: 90.